From a dataset of Full USPTO retrosynthesis dataset with 1.9M reactions from patents (1976-2016). Predict the reactants needed to synthesize the given product. (1) Given the product [CH3:13][C:14]1[N:15]=[CH:16][N:17]([C:2]2[CH:3]=[C:4]([NH2:5])[CH:6]=[C:7]([C:9]([F:12])([F:11])[F:10])[CH:8]=2)[CH:18]=1, predict the reactants needed to synthesize it. The reactants are: Br[C:2]1[CH:3]=[C:4]([CH:6]=[C:7]([C:9]([F:12])([F:11])[F:10])[CH:8]=1)[NH2:5].[CH3:13][C:14]1[N:15]=[CH:16][NH:17][CH:18]=1.C(=O)([O-])[O-].[K+].[K+].OC1C=CC=C2C=1N=CC=C2. (2) Given the product [F:1][C:2]1[CH:3]=[CH:4][C:5]([S:8]([N:11]2[C:15]([C:16]3[CH:21]=[CH:20][CH:19]=[CH:18][CH:17]=3)=[CH:14][C:13]([CH:22]=[O:23])=[CH:12]2)(=[O:9])=[O:10])=[CH:6][CH:7]=1, predict the reactants needed to synthesize it. The reactants are: [F:1][C:2]1[CH:7]=[CH:6][C:5]([S:8]([N:11]2[C:15]([C:16]3[CH:21]=[CH:20][CH:19]=[CH:18][CH:17]=3)=[CH:14][C:13]([CH2:22][OH:23])=[CH:12]2)(=[O:10])=[O:9])=[CH:4][CH:3]=1.C[N+]1([O-])CCOCC1. (3) Given the product [F:24][C:25]1[CH:26]=[C:27]([S:31]([NH:1][C:2]2[CH:7]=[CH:6][CH:5]=[CH:4][C:3]=2[CH:8]2[C:17]([CH3:18])([CH3:19])[CH2:16][C:15]3[C:10](=[CH:11][CH:12]=[C:13]([C:20]([O:22][CH3:23])=[O:21])[CH:14]=3)[NH:9]2)(=[O:33])=[O:32])[CH:28]=[CH:29][CH:30]=1, predict the reactants needed to synthesize it. The reactants are: [NH2:1][C:2]1[CH:7]=[CH:6][CH:5]=[CH:4][C:3]=1[CH:8]1[C:17]([CH3:19])([CH3:18])[CH2:16][C:15]2[C:10](=[CH:11][CH:12]=[C:13]([C:20]([O:22][CH3:23])=[O:21])[CH:14]=2)[NH:9]1.[F:24][C:25]1[CH:26]=[C:27]([S:31](Cl)(=[O:33])=[O:32])[CH:28]=[CH:29][CH:30]=1.